Dataset: Forward reaction prediction with 1.9M reactions from USPTO patents (1976-2016). Task: Predict the product of the given reaction. (1) Given the reactants [CH3:1][NH2:2].[CH3:3][O:4][C:5]1[CH:12]=[CH:11][C:8]([CH:9]=O)=[CH:7][CH:6]=1.[BH4-].[Na+].Cl, predict the reaction product. The product is: [CH3:3][O:4][C:5]1[CH:12]=[CH:11][C:8]([CH2:9][CH2:1][NH2:2])=[CH:7][CH:6]=1. (2) The product is: [C:1]([O:5][C:6]([N:8]1[CH:13]2[CH2:14][CH2:15][CH:9]1[CH2:10][C:11](=[CH:16][CH2:17][O:18][CH2:22][CH:23]1[CH2:25][CH2:24]1)[CH2:12]2)=[O:7])([CH3:4])([CH3:3])[CH3:2]. Given the reactants [C:1]([O:5][C:6]([N:8]1[CH:13]2[CH2:14][CH2:15][CH:9]1[CH2:10][C:11](=[CH:16][CH2:17][OH:18])[CH2:12]2)=[O:7])([CH3:4])([CH3:3])[CH3:2].[H-].[Na+].Br[CH2:22][CH:23]1[CH2:25][CH2:24]1, predict the reaction product. (3) Given the reactants I[C:2]1[C:10]2[C:5](=[N:6][CH:7]=[N:8][C:9]=2[NH2:11])[N:4]([CH:12]([C:14]2[CH:15]=[C:16]3[N:21]([C:22]=2[C:23]2[CH:28]=[CH:27][CH:26]=[CH:25][N:24]=2)[CH:20]=[CH:19][CH:18]=[CH:17]3)[CH3:13])[N:3]=1.[OH:29][C:30]1[CH:31]=[C:32](B(O)O)[CH:33]=[CH:34][CH:35]=1.CCO.C([O-])([O-])=O.[Na+].[Na+], predict the reaction product. The product is: [NH2:11][C:9]1[N:8]=[CH:7][N:6]=[C:5]2[N:4]([CH:12]([C:14]3[CH:15]=[C:16]4[N:21]([C:22]=3[C:23]3[CH:28]=[CH:27][CH:26]=[CH:25][N:24]=3)[CH:20]=[CH:19][CH:18]=[CH:17]4)[CH3:13])[N:3]=[C:2]([C:34]3[CH:35]=[C:30]([OH:29])[CH:31]=[CH:32][CH:33]=3)[C:10]=12. (4) Given the reactants [CH3:1][O:2][C:3](=[O:31])[CH2:4][O:5][C:6]1[CH:15]=[CH:14][C:13]([F:16])=[C:12]2[C:7]=1[C:8]([O:27][CH:28]([F:30])[F:29])=[C:9]([CH2:19][C:20]1[CH:25]=[CH:24][C:23](Br)=[CH:22][CH:21]=1)[C:10]([CH2:17][CH3:18])=[N:11]2.[CH3:32][O:33][C:34](=[O:36])[NH2:35].CC1(C)C2C(=C(P(C3C=CC=CC=3)C3C=CC=CC=3)C=CC=2)OC2C(P(C3C=CC=CC=3)C3C=CC=CC=3)=CC=CC1=2.C(=O)([O-])[O-].[Cs+].[Cs+], predict the reaction product. The product is: [CH3:1][O:2][C:3](=[O:31])[CH2:4][O:5][C:6]1[CH:15]=[CH:14][C:13]([F:16])=[C:12]2[C:7]=1[C:8]([O:27][CH:28]([F:30])[F:29])=[C:9]([CH2:19][C:20]1[CH:25]=[CH:24][C:23]([NH:35][C:34]([O:33][CH3:32])=[O:36])=[CH:22][CH:21]=1)[C:10]([CH2:17][CH3:18])=[N:11]2.